From a dataset of Forward reaction prediction with 1.9M reactions from USPTO patents (1976-2016). Predict the product of the given reaction. (1) Given the reactants [C:1]([C:5]1[CH:6]=[C:7]([NH:28][S:29]([CH3:32])(=[O:31])=[O:30])[C:8]([O:26][CH3:27])=[C:9]([NH:11][C:12]([C:14]2[S:18][C:17]3[CH:19]=[CH:20][CH:21]=[C:22]([N+:23]([O-])=O)[C:16]=3[CH:15]=2)=[O:13])[CH:10]=1)([CH3:4])([CH3:3])[CH3:2].[H][H], predict the reaction product. The product is: [C:1]([C:5]1[CH:6]=[C:7]([NH:28][S:29]([CH3:32])(=[O:30])=[O:31])[C:8]([O:26][CH3:27])=[C:9]([NH:11][C:12]([C:14]2[S:18][C:17]3[CH:19]=[CH:20][CH:21]=[C:22]([NH2:23])[C:16]=3[CH:15]=2)=[O:13])[CH:10]=1)([CH3:4])([CH3:2])[CH3:3]. (2) Given the reactants [C:1]([CH2:6][C:7]([O:9][CH2:10][CH3:11])=[O:8])(=[O:5])[CH:2]([CH3:4])[CH3:3].S(Cl)([Cl:15])(=O)=O, predict the reaction product. The product is: [Cl:15][C:2]([CH3:4])([CH3:3])[C:1]([CH2:6][C:7]([O:9][CH2:10][CH3:11])=[O:8])=[O:5]. (3) The product is: [Br:1][C:2]1[C:3]([O:9][CH2:10][CH3:11])=[CH:4][C:5]([O:21][CH2:20][C:17]2[CH:18]=[CH:19][C:14]([O:13][CH3:12])=[CH:15][CH:16]=2)=[N:6][CH:7]=1. Given the reactants [Br:1][C:2]1[C:3]([O:9][CH2:10][CH3:11])=[CH:4][C:5](Cl)=[N:6][CH:7]=1.[CH3:12][O:13][C:14]1[CH:19]=[CH:18][C:17]([CH2:20][OH:21])=[CH:16][CH:15]=1.[OH-].[K+].C1OCCOCCOCCOCCOCCOC1, predict the reaction product. (4) Given the reactants [CH3:1][O:2][C:3](=[O:45])[NH:4][C@H:5]([C:10]([NH:12][N:13]([CH2:37][C:38]1[CH:43]=[CH:42][C:41](Br)=[CH:40][CH:39]=1)[CH2:14][C@:15]([OH:36])([C:23](=[O:35])[NH:24][C@H:25]1[C:33]2[C:28](=[CH:29][CH:30]=[CH:31][CH:32]=2)[CH2:27][C@H:26]1[OH:34])[CH2:16][C:17]1[CH:22]=[CH:21][CH:20]=[CH:19][CH:18]=1)=[O:11])[C:6]([CH3:9])([CH3:8])[CH3:7].[CH2:46]1[O:54][C:53]2[CH:52]=[CH:51][C:50](B(O)O)=[CH:49][C:48]=2[O:47]1.C([O-])([O-])=O.[Na+].[Na+].CCO, predict the reaction product. The product is: [CH3:1][O:2][C:3](=[O:45])[NH:4][C@H:5]([C:10]([NH:12][N:13]([CH2:37][C:38]1[CH:43]=[CH:42][C:41]([C:51]2[CH:50]=[CH:49][C:48]3[O:47][CH2:46][O:54][C:53]=3[CH:52]=2)=[CH:40][CH:39]=1)[CH2:14][C@:15]([OH:36])([C:23](=[O:35])[NH:24][C@H:25]1[C:33]2[C:28](=[CH:29][CH:30]=[CH:31][CH:32]=2)[CH2:27][C@H:26]1[OH:34])[CH2:16][C:17]1[CH:22]=[CH:21][CH:20]=[CH:19][CH:18]=1)=[O:11])[C:6]([CH3:9])([CH3:8])[CH3:7]. (5) Given the reactants [Cl:1][C:2]1[CH:3]=[C:4]([C:8]2[C:17]3[C:12](=[CH:13][CH:14]=[C:15]([C:18]([C:26]4[CH:31]=[CH:30][C:29]([Cl:32])=[CH:28][CH:27]=4)([OH:25])[C:19]4[N:23]([CH3:24])[CH:22]=[N:21][CH:20]=4)[CH:16]=3)[N:11]=[C:10]([NH:33]C(C3OC=CC=3)=O)[CH:9]=2)[CH:5]=[CH:6][CH:7]=1.[Br:41][C:42]1[CH:50]=[CH:49][C:45]([C:46]([OH:48])=O)=[CH:44][CH:43]=1.Cl.C(C(NCCCN(C)C)=N)C.ON1C2C=CC=CC=2N=N1.CCN(CC)CC, predict the reaction product. The product is: [Br:41][C:42]1[CH:43]=[CH:44][C:45]([C:46]([NH:33][C:10]2[CH:9]=[C:8]([C:4]3[CH:5]=[CH:6][CH:7]=[C:2]([Cl:1])[CH:3]=3)[C:17]3[C:12](=[CH:13][CH:14]=[C:15]([C:18]([C:26]4[CH:27]=[CH:28][C:29]([Cl:32])=[CH:30][CH:31]=4)([OH:25])[C:19]4[N:23]([CH3:24])[CH:22]=[N:21][CH:20]=4)[CH:16]=3)[N:11]=2)=[O:48])=[CH:49][CH:50]=1. (6) Given the reactants [F:1][C:2]1[CH:7]=[CH:6][C:5]([C:8]2[N:9]([C:18]3[CH:23]=[CH:22][N:21]=[C:20]([NH:24][CH:25]4[CH2:29][CH2:28][CH2:27][CH2:26]4)[N:19]=3)[C:10]3[C:11]([N:17]=2)=[N:12][C:13](Cl)=[CH:14][CH:15]=3)=[CH:4][CH:3]=1.[CH2:30]([NH2:37])[C:31]1[CH:36]=[CH:35][CH:34]=[CH:33][CH:32]=1.CC([O-])(C)C.[Na+].CC(O)=O, predict the reaction product. The product is: [F:1][C:2]1[CH:7]=[CH:6][C:5]([C:8]2[N:9]([C:18]3[CH:23]=[CH:22][N:21]=[C:20]([NH:24][CH:25]4[CH2:29][CH2:28][CH2:27][CH2:26]4)[N:19]=3)[C:10]3[C:11]([N:17]=2)=[N:12][C:13]([NH:37][CH2:30][C:31]2[CH:36]=[CH:35][CH:34]=[CH:33][CH:32]=2)=[CH:14][CH:15]=3)=[CH:4][CH:3]=1.